Dataset: Forward reaction prediction with 1.9M reactions from USPTO patents (1976-2016). Task: Predict the product of the given reaction. (1) Given the reactants [CH3:1][O:2][C:3]1[CH:4]=[C:5]2[C:10](=[CH:11][C:12]=1[O:13][CH3:14])[N:9]=[CH:8][CH:7]=[C:6]2[O:15][C:16]1[CH:22]=[CH:21][C:19]([NH2:20])=[C:18]([CH3:23])[C:17]=1[CH3:24].Cl[C:26](Cl)([O:28]C(=O)OC(Cl)(Cl)Cl)Cl.[Cl:37][C:38]1[CH:44]=[CH:43][C:41]([NH2:42])=[C:40]([CH3:45])[CH:39]=1.CO, predict the reaction product. The product is: [Cl:37][C:38]1[CH:44]=[CH:43][C:41]([NH:42][C:26]([NH:20][C:19]2[CH:21]=[CH:22][C:16]([O:15][C:6]3[C:5]4[C:10](=[CH:11][C:12]([O:13][CH3:14])=[C:3]([O:2][CH3:1])[CH:4]=4)[N:9]=[CH:8][CH:7]=3)=[C:17]([CH3:24])[C:18]=2[CH3:23])=[O:28])=[C:40]([CH3:45])[CH:39]=1. (2) The product is: [CH2:32]([O:31][C:29](=[O:30])[NH:10][C:9]1[CH:11]=[C:5]([O:4][C:3]2[CH:24]=[CH:25][CH:26]=[CH:27][C:2]=2[F:1])[C:6]([O:13][C:14]2[CH:15]=[CH:16][C:17]([S:20]([CH3:23])(=[O:21])=[O:22])=[CH:18][CH:19]=2)=[CH:7][C:8]=1[I:12])[CH3:33]. Given the reactants [F:1][C:2]1[CH:27]=[CH:26][CH:25]=[CH:24][C:3]=1[O:4][C:5]1[C:6]([O:13][C:14]2[CH:19]=[CH:18][C:17]([S:20]([CH3:23])(=[O:22])=[O:21])=[CH:16][CH:15]=2)=[CH:7][C:8]([I:12])=[C:9]([CH:11]=1)[NH2:10].Cl[C:29]([O:31][CH2:32][CH3:33])=[O:30], predict the reaction product. (3) Given the reactants [NH2:1][C:2]1[N:7]=[C:6]([N:8]2[CH2:13][CH2:12][CH2:11][C@H:10]([C:14](O)=[O:15])[CH2:9]2)[CH:5]=[C:4]([C:17]2[CH:22]=[CH:21][C:20]([C:23]#[N:24])=[C:19]([F:25])[CH:18]=2)[N:3]=1.C(Cl)CCl.C1C=CC2N(O)N=NC=2C=1.[Cl:40][C:41]1[CH:42]=[C:43]([CH:45]=[CH:46][CH:47]=1)[NH2:44], predict the reaction product. The product is: [NH2:1][C:2]1[N:7]=[C:6]([N:8]2[CH2:13][CH2:12][CH2:11][C@H:10]([C:14]([NH:44][C:43]3[CH:45]=[CH:46][CH:47]=[C:41]([Cl:40])[CH:42]=3)=[O:15])[CH2:9]2)[CH:5]=[C:4]([C:17]2[CH:22]=[CH:21][C:20]([C:23]#[N:24])=[C:19]([F:25])[CH:18]=2)[N:3]=1. (4) Given the reactants [Si]([O:8][CH2:9][CH2:10][O:11][NH:12][C:13]([C:15]1[C:16]2[CH2:34][CH2:33][CH2:32][C:17]=2[C:18](=[O:31])[N:19]([CH3:30])[C:20]=1[NH:21][C:22]1[CH:27]=[CH:26][C:25]([I:28])=[CH:24][C:23]=1[Cl:29])=[O:14])(C(C)(C)C)(C)C.CCCC[N+](CCCC)(CCCC)CCCC.[F-], predict the reaction product. The product is: [Cl:29][C:23]1[CH:24]=[C:25]([I:28])[CH:26]=[CH:27][C:22]=1[NH:21][C:20]1[N:19]([CH3:30])[C:18](=[O:31])[C:17]2[CH2:32][CH2:33][CH2:34][C:16]=2[C:15]=1[C:13]([NH:12][O:11][CH2:10][CH2:9][OH:8])=[O:14]. (5) Given the reactants Cl.O1CCOCC1.[CH2:8]([O:15][C:16]([NH:18][C@H:19]1[C@@H:24]([F:25])[CH2:23][CH2:22][N:21](C(OC(C)(C)C)=O)[CH2:20]1)=[O:17])[C:9]1[CH:14]=[CH:13][CH:12]=[CH:11][CH:10]=1, predict the reaction product. The product is: [CH2:8]([O:15][C:16](=[O:17])[NH:18][C@H:19]1[C@@H:24]([F:25])[CH2:23][CH2:22][NH:21][CH2:20]1)[C:9]1[CH:14]=[CH:13][CH:12]=[CH:11][CH:10]=1. (6) Given the reactants [NH:1]1[C:5]2[CH:6]=[CH:7][CH:8]=[CH:9][C:4]=2[N:3]=[C:2]1[CH2:10][N:11]([CH3:22])[CH:12]1[C:21]2[N:20]=[CH:19][CH:18]=[CH:17][C:16]=2[CH2:15][CH2:14][CH2:13]1.Cl.Cl[CH2:25][C:26]1[CH:31]=[CH:30][CH:29]=[CH:28][N:27]=1.C([O-])([O-])=O.[K+].[K+], predict the reaction product. The product is: [CH3:22][N:11]([CH2:10][C:2]1[N:3]([CH2:25][C:26]2[CH:31]=[CH:30][CH:29]=[CH:28][N:27]=2)[C:4]2[CH:9]=[CH:8][CH:7]=[CH:6][C:5]=2[N:1]=1)[CH:12]1[C:21]2[N:20]=[CH:19][CH:18]=[CH:17][C:16]=2[CH2:15][CH2:14][CH2:13]1.